This data is from hERG potassium channel inhibition data for cardiac toxicity prediction from Karim et al.. The task is: Regression/Classification. Given a drug SMILES string, predict its toxicity properties. Task type varies by dataset: regression for continuous values (e.g., LD50, hERG inhibition percentage) or binary classification for toxic/non-toxic outcomes (e.g., AMES mutagenicity, cardiotoxicity, hepatotoxicity). Dataset: herg_karim. (1) The drug is Cc1c(C)c2ccc(OCCCCN3CCC(c4noc5cc(F)ccc45)CC3)cc2oc1=O. The result is 1 (blocker). (2) The compound is N=C(NCCCOc1ccc(F)cc1)Nc1ccc(I)cc1. The result is 1 (blocker). (3) The compound is Fc1ccc(-n2cc(C3CC[NH+](CCN4CCNC4=S)CC3)c3cc(Cl)ccc32)cc1. The result is 1 (blocker). (4) The compound is Cc1nc2ncc(Oc3ccc(F)cc3)cc2c(=O)n1C[C@H]1CCCN(C(C)C)C1. The result is 1 (blocker).